Dataset: Forward reaction prediction with 1.9M reactions from USPTO patents (1976-2016). Task: Predict the product of the given reaction. (1) Given the reactants N[C:2]1[CH:7]=[CH:6][C:5]([C:8]2[CH:13]=[C:12]([CH:14]([CH3:16])[CH3:15])[C:11]([F:17])=[CH:10][C:9]=2[O:18][CH3:19])=[C:4]([CH2:20][N:21]2[C@@H:25]([CH3:26])[C@@H:24]([C:27]3[CH:32]=[C:31]([C:33]([F:36])([F:35])[F:34])[CH:30]=[C:29]([C:37]([F:40])([F:39])[F:38])[CH:28]=3)[O:23][C:22]2=[O:41])[CH:3]=1.N(OC(C)(C)C)=O.[CH3:49][S:50]SC, predict the reaction product. The product is: [F:34][C:33]([F:35])([F:36])[C:31]1[CH:32]=[C:27]([C@H:24]2[O:23][C:22](=[O:41])[N:21]([CH2:20][C:4]3[CH:3]=[C:2]([S:50][CH3:49])[CH:7]=[CH:6][C:5]=3[C:8]3[CH:13]=[C:12]([CH:14]([CH3:15])[CH3:16])[C:11]([F:17])=[CH:10][C:9]=3[O:18][CH3:19])[C@H:25]2[CH3:26])[CH:28]=[C:29]([C:37]([F:39])([F:38])[F:40])[CH:30]=1. (2) Given the reactants [F:1][C:2]1[CH:7]=[CH:6][C:5]([CH:8]2[C:17]([CH3:19])([CH3:18])[CH2:16][C:15]3[C:10](=[CH:11][CH:12]=[C:13]([C:20]([O-:22])=[O:21])[CH:14]=3)[NH:9]2)=[CH:4][C:3]=1[N+:23]([O-])=O.[CH:26](N(CC)C(C)C)(C)C.[N:35]1[CH:40]=[CH:39][CH:38]=[CH:37][C:36]=1[C:41](Cl)=[O:42], predict the reaction product. The product is: [CH3:26][O:22][C:20]([C:13]1[CH:14]=[C:15]2[C:10](=[CH:11][CH:12]=1)[NH:9][CH:8]([C:5]1[CH:6]=[CH:7][C:2]([F:1])=[C:3]([NH:23][C:41](=[O:42])[C:36]3[CH:37]=[CH:38][CH:39]=[CH:40][N:35]=3)[CH:4]=1)[C:17]([CH3:19])([CH3:18])[CH2:16]2)=[O:21]. (3) The product is: [Cl:3][C:10]1[CH:23]=[CH:22][C:21]2[C:12](=[C:13]3[C:18](=[CH:19][CH:20]=2)[CH:17]=[CH:16][CH:15]=[N:14]3)[N:11]=1. Given the reactants O=P(Cl)(Cl)[Cl:3].COC([C:10]1[CH:23]=[C:22](Cl)[C:21]2[C:12](=[C:13]3[C:18](=[CH:19][C:20]=2OC)[CH:17]=[CH:16][CH:15]=[N:14]3)[N:11]=1)=O, predict the reaction product. (4) The product is: [CH3:1][C@@H:2]1[O:7][C@@H:6]([O:8][C@@H:9]2[CH2:18][C@:17]3([OH:19])[C@@:12]([CH2:36][OH:37])([C@H:13]4[C@H:26]([OH:27])[CH2:25][C@@:24]5([CH3:28])[C@:20]([OH:35])([CH2:21][CH2:22][C@@H:23]5[C:29]5[CH2:34][O:33][C:31](=[O:32])[CH:30]=5)[C@@H:14]4[CH2:15][CH2:16]3)[C@H:11]([OH:38])[CH2:10]2)[C@H:5]([OH:39])[C@H:4]([OH:40])[C@H:3]1[OH:41]. Given the reactants [CH3:1][C@@H:2]1[O:7][C@@H:6]([O:8][C@@H:9]2[CH2:18][C@:17]3([OH:19])[C@@:12]([CH2:36][OH:37])([C@H:13]4[C@H:26]([OH:27])[CH2:25][C@@:24]5([CH3:28])[C@:20]([OH:35])([CH2:21][CH2:22][C@@H:23]5[C:29]5[CH2:34][O:33][C:31](=[O:32])[CH:30]=5)[C@@H:14]4[CH2:15][CH2:16]3)[C@H:11]([OH:38])[CH2:10]2)[C@H:5]([OH:39])[C@H:4]([OH:40])[C@H:3]1[OH:41].O.O.O.O.O.O.O.O.I([O-])(=O)(=O)=O.[Na+], predict the reaction product. (5) Given the reactants [N+:1]([CH2:4][C:5]([C:7]1[CH:12]=[CH:11][CH:10]=[CH:9][CH:8]=1)=O)([O-:3])=[O:2].O.[NH2:14][NH2:15].C(O)(=O)C, predict the reaction product. The product is: [N+:1]([CH2:4][C:5](=[N:14][NH2:15])[C:7]1[CH:12]=[CH:11][CH:10]=[CH:9][CH:8]=1)([O-:3])=[O:2]. (6) Given the reactants [ClH:1].COC1C=C2C(=CC=1)NN=C2C(NCC1CCNCC1)=O.[Br:23][C:24]1[CH:25]=[C:26]2[C:30](=[CH:31][CH:32]=1)[NH:29][N:28]=[C:27]2[C:33]([NH:35][CH2:36][CH:37]1[CH2:42][CH2:41][N:40](C(OC(C)(C)C)=O)[CH2:39][CH2:38]1)=[O:34], predict the reaction product. The product is: [ClH:1].[Br:23][C:24]1[CH:25]=[C:26]2[C:30](=[CH:31][CH:32]=1)[NH:29][N:28]=[C:27]2[C:33]([NH:35][CH2:36][CH:37]1[CH2:38][CH2:39][NH:40][CH2:41][CH2:42]1)=[O:34]. (7) Given the reactants B.C1COCC1.[Br:7][C:8]1[C:9]([CH3:33])=[N:10][O:11][C:12]=1[NH:13][S:14]([C:17]1[CH:21]=[CH:20][S:19][C:18]=1[C:22]([NH:24][C:25]1[CH:30]=[CH:29][CH:28]=[C:27]([O:31][CH3:32])[CH:26]=1)=O)(=[O:16])=[O:15], predict the reaction product. The product is: [Br:7][C:8]1[C:9]([CH3:33])=[N:10][O:11][C:12]=1[NH:13][S:14]([C:17]1[CH:21]=[CH:20][S:19][C:18]=1[CH2:22][NH:24][C:25]1[CH:30]=[CH:29][CH:28]=[C:27]([O:31][CH3:32])[CH:26]=1)(=[O:16])=[O:15]. (8) The product is: [F:1][C:2]1[CH:7]=[CH:6][C:5]([NH:8][CH2:17][CH2:16][C:13]2[CH:14]=[CH:15][C:10]([CH3:20])=[CH:11][CH:12]=2)=[CH:4][C:3]=1[CH3:9]. Given the reactants [F:1][C:2]1[CH:7]=[CH:6][C:5]([NH2:8])=[CH:4][C:3]=1[CH3:9].[C:10]1([CH3:20])[CH:15]=[CH:14][C:13]([CH2:16][C:17](O)=O)=[CH:12][CH:11]=1, predict the reaction product. (9) Given the reactants O[CH:2]=[C:3]1[CH2:11][C:10]2[C:5](=[CH:6][CH:7]=[C:8]([O:12][CH3:13])[CH:9]=2)[C:4]1=O.Cl.[NH2:16][CH:17]([CH3:21])[CH2:18][NH:19][NH2:20].C([O-])(O)=O.[Na+], predict the reaction product. The product is: [CH3:13][O:12][C:8]1[CH:9]=[C:10]2[C:5](=[CH:6][CH:7]=1)[C:4]1[N:19]([CH2:18][CH:17]([NH2:16])[CH3:21])[N:20]=[CH:2][C:3]=1[CH2:11]2.